Dataset: Forward reaction prediction with 1.9M reactions from USPTO patents (1976-2016). Task: Predict the product of the given reaction. (1) Given the reactants [Br:1][C:2]1[CH:7]=[CH:6][CH:5]=[C:4](I)[CH:3]=1.[Li]CCCC.C([O:16][C:17](=O)[CH:18]([F:20])[F:19])C, predict the reaction product. The product is: [Br:1][C:2]1[CH:3]=[C:4]([C:17](=[O:16])[CH:18]([F:20])[F:19])[CH:5]=[CH:6][CH:7]=1. (2) Given the reactants C(Cl)(=O)C(Cl)=O.CS(C)=O.[OH:11][C@@H:12]1[CH2:16][CH2:15][N:14]([CH2:17][CH2:18][CH2:19][O:20][C:21]2[CH:26]=[CH:25][C:24]([C:27]3[CH:32]=[CH:31][C:30]([C:33]#[N:34])=[CH:29][CH:28]=3)=[CH:23][CH:22]=2)[CH2:13]1.C(N(CC)CC)C, predict the reaction product. The product is: [O:11]=[C:12]1[CH2:16][CH2:15][N:14]([CH2:17][CH2:18][CH2:19][O:20][C:21]2[CH:26]=[CH:25][C:24]([C:27]3[CH:28]=[CH:29][C:30]([C:33]#[N:34])=[CH:31][CH:32]=3)=[CH:23][CH:22]=2)[CH2:13]1. (3) Given the reactants [Cl-].O[NH3+:3].[C:4](=[O:7])([O-])[OH:5].[Na+].CS(C)=O.[CH3:13][C:14]1[N:51]=[C:17]2[N:18]([CH2:41][C:42]3([C:45]4[CH:50]=[CH:49][CH:48]=[CH:47][CH:46]=4)[CH2:44][CH2:43]3)[C:19](=[O:40])[C:20]([CH2:25][C:26]3[CH:31]=[CH:30][C:29]([C:32]4[C:33]([C:38]#[N:39])=[CH:34][CH:35]=[CH:36][CH:37]=4)=[CH:28][CH:27]=3)=[C:21]([CH2:22][CH2:23][CH3:24])[N:16]2[N:15]=1, predict the reaction product. The product is: [CH3:13][C:14]1[N:51]=[C:17]2[N:18]([CH2:41][C:42]3([C:45]4[CH:50]=[CH:49][CH:48]=[CH:47][CH:46]=4)[CH2:44][CH2:43]3)[C:19](=[O:40])[C:20]([CH2:25][C:26]3[CH:31]=[CH:30][C:29]([C:32]4[CH:37]=[CH:36][CH:35]=[CH:34][C:33]=4[C:38]4[NH:3][C:4](=[O:7])[O:5][N:39]=4)=[CH:28][CH:27]=3)=[C:21]([CH2:22][CH2:23][CH3:24])[N:16]2[N:15]=1. (4) Given the reactants Cl[C:2]1[CH:3]=[C:4]([NH:10][C:11]2[N:12]=[N:13][C:14]([CH:17]3[CH2:22][CH2:21][N:20]([CH3:23])[CH2:19][CH2:18]3)=[CH:15][CH:16]=2)[C:5](=[O:9])[N:6]([CH3:8])[N:7]=1.C([O:27][CH2:28][C:29]1[C:34]([N:35]2[N:44]=[CH:43][C:42]3[C:37](=[C:38]([F:49])[CH:39]=[C:40]([C:45]([CH3:48])([CH3:47])[CH3:46])[CH:41]=3)[C:36]2=[O:50])=[CH:33][CH:32]=[CH:31][C:30]=1[B-](F)(F)F)(=O)C.[K+].CC(C1C=C(C(C)C)C(C2C=CC=CC=2P(C2CCCCC2)C2CCCCC2)=C(C(C)C)C=1)C.[O-]P([O-])([O-])=O.[K+].[K+].[K+].[OH-].[Na+], predict the reaction product. The product is: [C:45]([C:40]1[CH:41]=[C:42]2[C:37](=[C:38]([F:49])[CH:39]=1)[C:36](=[O:50])[N:35]([C:34]1[CH:33]=[CH:32][CH:31]=[C:30]([C:2]3[CH:3]=[C:4]([NH:10][C:11]4[N:12]=[N:13][C:14]([CH:17]5[CH2:22][CH2:21][N:20]([CH3:23])[CH2:19][CH2:18]5)=[CH:15][CH:16]=4)[C:5](=[O:9])[N:6]([CH3:8])[N:7]=3)[C:29]=1[CH2:28][OH:27])[N:44]=[CH:43]2)([CH3:48])([CH3:46])[CH3:47]. (5) The product is: [F:32][C:33]1[CH:38]=[CH:37][C:36]([C:39](=[O:42])[CH2:40][NH:41][C:14]([CH:11]2[CH2:10][CH2:9][N:8]([C:6]([O:5][C:1]([CH3:2])([CH3:3])[CH3:4])=[O:7])[CH2:13][CH2:12]2)=[O:16])=[CH:35][C:34]=1[C:43]([F:44])([F:45])[F:46]. Given the reactants [C:1]([O:5][C:6]([N:8]1[CH2:13][CH2:12][CH:11]([C:14]([OH:16])=O)[CH2:10][CH2:9]1)=[O:7])([CH3:4])([CH3:3])[CH3:2].CN1CCOCC1.CC(C)CC(Cl)=O.[Cl-].[F:32][C:33]1[CH:38]=[CH:37][C:36]([C:39](=[O:42])[CH2:40][NH3+:41])=[CH:35][C:34]=1[C:43]([F:46])([F:45])[F:44], predict the reaction product. (6) Given the reactants [F:1][C:2]1[CH:10]=[CH:9][C:8]2[NH:7][C:6]3[CH:11]4[CH2:17][CH2:16][N:14]([CH2:15][C:5]=3[C:4]=2[CH:3]=1)[CH2:13][CH2:12]4.Br[C:19]1[N:24]=[C:23]([N:25]2[CH:30]=[CH:29][CH:28]=[CH:27][C:26]2=[O:31])[CH:22]=[CH:21][CH:20]=1.CC(C)([O-])C.[Na+], predict the reaction product. The product is: [F:1][C:2]1[CH:10]=[CH:9][C:8]2[N:7]([C:19]3[N:24]=[C:23]([N:25]4[CH:30]=[CH:29][CH:28]=[CH:27][C:26]4=[O:31])[CH:22]=[CH:21][CH:20]=3)[C:6]3[CH:11]4[CH2:12][CH2:13][N:14]([CH2:15][C:5]=3[C:4]=2[CH:3]=1)[CH2:16][CH2:17]4. (7) Given the reactants [C:1]1([S:11]([NH2:14])(=[O:13])=[O:12])[C:2]([S:7]([NH2:10])(=[O:9])=[O:8])=[CH:3][CH:4]=[CH:5][CH:6]=1.[C:15]1([C:21]2[O:22][C:23]3[CH:29]=[C:28]([C:30](O)=[O:31])[CH:27]=[CH:26][C:24]=3[CH:25]=2)[CH:20]=[CH:19][CH:18]=[CH:17][CH:16]=1.C(Cl)CCl, predict the reaction product. The product is: [C:15]1([C:21]2[O:22][C:23]3[CH:29]=[C:28]([C:30]([NH:10][S:7]([C:2]4[CH:3]=[CH:4][CH:5]=[CH:6][C:1]=4[S:11](=[O:13])(=[O:12])[NH2:14])(=[O:9])=[O:8])=[O:31])[CH:27]=[CH:26][C:24]=3[CH:25]=2)[CH:20]=[CH:19][CH:18]=[CH:17][CH:16]=1. (8) The product is: [CH3:2][CH:1]([OH:5])[CH3:3].[ClH:37].[ClH:37].[NH2:8][CH2:9][C:10]1[C:11]([CH2:27][CH:28]([CH3:30])[CH3:29])=[N:12][C:13]([CH3:26])=[C:14]([C:18]=1[C:19]1[CH:24]=[CH:23][C:22]([CH3:25])=[CH:21][CH:20]=1)[C:15]([OH:17])=[O:16]. Given the reactants [C:1]([O:5]C([NH:8][CH2:9][C:10]1[C:11]([CH2:27][CH:28]([CH3:30])[CH3:29])=[N:12][C:13]([CH3:26])=[C:14]([C:18]=1[C:19]1[CH:24]=[CH:23][C:22]([CH3:25])=[CH:21][CH:20]=1)[C:15]([OH:17])=[O:16])=O)(C)([CH3:3])[CH3:2].O1CCOCC1.[ClH:37], predict the reaction product. (9) Given the reactants CC1(C)[O:6][C@H:5]([CH2:7][N:8]2[CH:12]=[CH:11][C:10]([NH:13][C:14](=[O:37])[C@@H:15]([N:20]3[CH2:24][C:23]([O:25][C:26]4[CH:34]=[CH:33][CH:32]=[C:31]5[C:27]=4[CH:28]=[N:29][N:30]5[CH3:35])=[CH:22][C:21]3=[O:36])[CH2:16][CH:17]([CH3:19])[CH3:18])=[N:9]2)[CH2:4][O:3]1.Cl.C(OCC)(=O)C.[OH-].[Na+], predict the reaction product. The product is: [OH:6][C@@H:5]([CH2:4][OH:3])[CH2:7][N:8]1[CH:12]=[CH:11][C:10]([NH:13][C:14](=[O:37])[C@@H:15]([N:20]2[CH2:24][C:23]([O:25][C:26]3[CH:34]=[CH:33][CH:32]=[C:31]4[C:27]=3[CH:28]=[N:29][N:30]4[CH3:35])=[CH:22][C:21]2=[O:36])[CH2:16][CH:17]([CH3:19])[CH3:18])=[N:9]1.